From a dataset of Reaction yield outcomes from USPTO patents with 853,638 reactions. Predict the reaction yield, written as a fraction of the theoretical maximum amount of product (1.0 means a 100% yield; for example, 0.34 means a 34% yield). (1) The reactants are [CH3:1][O:2][C:3](=[O:24])[C:4]1[CH:9]=[CH:8][C:7](Br)=[CH:6][C:5]=1[NH:11][C:12]([C:14]1[S:18][C:17]2[CH:19]=[CH:20][CH:21]=[CH:22][C:16]=2[C:15]=1[Cl:23])=[O:13].[C:25]([Si:27]([CH3:30])([CH3:29])[CH3:28])#[CH:26]. The catalyst is C(N(CC)CC)C.C(#N)C.[Cu]I.Cl[Pd](Cl)([P](C1C=CC=CC=1)(C1C=CC=CC=1)C1C=CC=CC=1)[P](C1C=CC=CC=1)(C1C=CC=CC=1)C1C=CC=CC=1. The product is [CH3:1][O:2][C:3](=[O:24])[C:4]1[CH:9]=[CH:8][C:7]([C:26]#[C:25][Si:27]([CH3:30])([CH3:29])[CH3:28])=[CH:6][C:5]=1[NH:11][C:12]([C:14]1[S:18][C:17]2[CH:19]=[CH:20][CH:21]=[CH:22][C:16]=2[C:15]=1[Cl:23])=[O:13]. The yield is 0.760. (2) The reactants are [F:1][C:2]1[CH:3]=[C:4]([CH3:14])[C:5]([N+:11]([O-:13])=[O:12])=[C:6]([CH:10]=1)[C:7]([OH:9])=[O:8].[C:15](=O)([O-])[O-].[Cs+].[Cs+].IC. The catalyst is CN(C=O)C.O. The product is [F:1][C:2]1[CH:3]=[C:4]([CH3:14])[C:5]([N+:11]([O-:13])=[O:12])=[C:6]([CH:10]=1)[C:7]([O:9][CH3:15])=[O:8]. The yield is 0.980. (3) The reactants are ClC1[NH+:11]2[CH2:12][CH2:13][C:14]3[C:19]([C:10]2=[C:9]([CH3:23])[C:8]2[CH:7]=[CH:6][C:5]([O:24][CH3:25])=C(OC)C1=2)=[CH:18][C:17]1[O:20][CH2:21][O:22][C:16]=1[CH:15]=3.[Cl-].C[Mg]Cl.O1C[CH2:35][CH2:34][CH2:33]1.[CH2:37]([O:39][CH2:40][CH3:41])C. No catalyst specified. The product is [CH3:37][O:39][C:40]1[C:41]2[C:34]([CH3:35])([CH3:33])[N:11]3[CH2:12][CH2:13][C:14]4[C:19]([C:10]3=[C:9]([CH3:23])[C:8]=2[CH:7]=[CH:6][C:5]=1[O:24][CH3:25])=[CH:18][C:17]1[O:20][CH2:21][O:22][C:16]=1[CH:15]=4. The yield is 0.0900. (4) The reactants are [N:1]12[CH2:8][CH2:7][C:4]([C:9]([C:17]3[CH:22]=[CH:21][CH:20]=[CH:19][CH:18]=3)([C:11]3[CH:16]=[CH:15][CH:14]=[CH:13][CH:12]=3)[OH:10])([CH2:5][CH2:6]1)[CH2:3][CH2:2]2.[Br:23][CH2:24][CH2:25][O:26][CH2:27][C:28]1[CH:33]=[CH:32][CH:31]=[C:30]([O:34][CH3:35])[CH:29]=1. The catalyst is CC#N. The product is [Br-:23].[OH:10][C:9]([C:17]1[CH:22]=[CH:21][CH:20]=[CH:19][CH:18]=1)([C:11]1[CH:12]=[CH:13][CH:14]=[CH:15][CH:16]=1)[C:4]12[CH2:5][CH2:6][N+:1]([CH2:24][CH2:25][O:26][CH2:27][C:28]3[CH:33]=[CH:32][CH:31]=[C:30]([O:34][CH3:35])[CH:29]=3)([CH2:2][CH2:3]1)[CH2:8][CH2:7]2. The yield is 0.140.